From a dataset of Catalyst prediction with 721,799 reactions and 888 catalyst types from USPTO. Predict which catalyst facilitates the given reaction. (1) Reactant: [Cl:1][C:2]1[CH:7]=[C:6]([C:8]([F:11])([F:10])[F:9])[CH:5]=[C:4]([Cl:12])[C:3]=1[N:13]1[C:17]([N:18]([CH2:20][CH:21]([OH:24])[CH2:22][OH:23])[CH3:19])=[C:16]([S:25]([C:28]([F:31])([F:30])[F:29])(=[O:27])=[O:26])[C:15]([C:32]#[N:33])=[N:14]1.C(N(C(C)C)CC)(C)C.C1C[O:46][CH2:45]C1.CCCCCCC.C(OCC)(=O)C. Product: [Cl:12][C:4]1[CH:5]=[C:6]([C:8]([F:11])([F:10])[F:9])[CH:7]=[C:2]([Cl:1])[C:3]=1[N:13]1[C:17]([N:18]([CH3:19])[CH2:20][CH:21]2[CH2:22][O:23][C:45](=[O:46])[O:24]2)=[C:16]([S:25]([C:28]([F:31])([F:29])[F:30])(=[O:26])=[O:27])[C:15]([C:32]#[N:33])=[N:14]1. The catalyst class is: 6. (2) Reactant: C(OC(=O)[NH:7][CH:8]1[CH2:13][CH2:12][CH:11]([NH:14][C:15]2[N:20]=[C:19]3[N:21](COCC[Si](C)(C)C)[N:22]=[C:23]([C:24]4[CH:29]=[CH:28][CH:27]=[C:26]([NH:30][CH2:31][C:32]5[CH:36]=[CH:35][S:34][CH:33]=5)[CH:25]=4)[C:18]3=[CH:17][N:16]=2)[CH2:10][CH2:9]1)(C)(C)C.C(O)(C(F)(F)F)=O. Product: [S:34]1[CH:35]=[CH:36][C:32]([CH2:31][NH:30][C:26]2[CH:25]=[C:24]([C:23]3[C:18]4[C:19](=[N:20][C:15]([NH:14][CH:11]5[CH2:12][CH2:13][CH:8]([NH2:7])[CH2:9][CH2:10]5)=[N:16][CH:17]=4)[NH:21][N:22]=3)[CH:29]=[CH:28][CH:27]=2)=[CH:33]1. The catalyst class is: 4. (3) Reactant: Cl[C:2]1[CH2:6][C@H:5]([CH:7]2[CH2:11][CH2:10][CH2:9][CH2:8]2)[N:4]([C:12]2[CH:19]=[CH:18][C:15]([C:16]#[N:17])=[C:14]([CH3:20])[N:13]=2)[N:3]=1.CC1(C)C(C)(C)OB([C:29]2[CH:34]=[CH:33][C:32]([S:35]([NH2:38])(=[O:37])=[O:36])=[CH:31][CH:30]=2)O1.C(=O)([O-])[O-].[Cs+].[Cs+]. Product: [C:16]([C:15]1[CH:18]=[CH:19][C:12]([N:4]2[C@@H:5]([CH:7]3[CH2:11][CH2:10][CH2:9][CH2:8]3)[CH2:6][C:2]([C:29]3[CH:34]=[CH:33][C:32]([S:35]([NH2:38])(=[O:37])=[O:36])=[CH:31][CH:30]=3)=[N:3]2)=[N:13][C:14]=1[CH3:20])#[N:17]. The catalyst class is: 77. (4) Reactant: [Br:1][C:2]1[C:10]([CH3:11])=[CH:9][CH:8]=[CH:7][C:3]=1[C:4]([OH:6])=O.CN(C(ON1N=NC2C=CC=NC1=2)=[N+](C)C)C.F[P-](F)(F)(F)(F)F.Cl.[CH3:37][C:38]1([CH3:44])[O:43][CH2:42][CH2:41][NH:40][CH2:39]1.[Cl-].[NH4+]. Product: [Br:1][C:2]1[C:10]([CH3:11])=[CH:9][CH:8]=[CH:7][C:3]=1[C:4]([N:40]1[CH2:41][CH2:42][O:43][C:38]([CH3:44])([CH3:37])[CH2:39]1)=[O:6]. The catalyst class is: 31. (5) Reactant: N[C:2]1[CH:7]=[CH:6][C:5]([N:8]2[CH2:13][CH2:12][O:11][CH2:10][C:9]2=[O:14])=[CH:4][CH:3]=1.C([N:17]([CH2:20]C)CC)C.ClC([O:26]C(Cl)=O)(Cl)Cl. Product: [N:17]([C:6]1[CH:7]=[CH:2][CH:3]=[CH:4][C:5]=1[N:8]1[CH2:13][CH2:12][O:11][CH2:10][C:9]1=[O:14])=[C:20]=[O:26]. The catalyst class is: 2.